Predict the product of the given reaction. From a dataset of Forward reaction prediction with 1.9M reactions from USPTO patents (1976-2016). (1) The product is: [CH2:17]([C:14]1[CH:15]=[C:16]2[NH:8][CH2:9][C:10]([CH3:25])([CH3:24])[C:11]2=[N:12][CH:13]=1)[C:18]1[CH:19]=[CH:20][CH:21]=[CH:22][CH:23]=1. Given the reactants C(OC([N:8]1[C:16]2[C:11](=[N:12][CH:13]=[C:14]([CH2:17][C:18]3[CH:23]=[CH:22][CH:21]=[CH:20][CH:19]=3)[CH:15]=2)[C:10]([CH3:25])([CH3:24])[CH2:9]1)=O)(C)(C)C.Cl.O1CCOCC1.C(OCC)C, predict the reaction product. (2) Given the reactants [OH:1][C:2]1[CH:7]=[CH:6][C:5]([C:8]2([CH2:12][C:13]([O:15][CH2:16][CH3:17])=[O:14])[CH2:11][O:10][CH2:9]2)=[CH:4][CH:3]=1.Br[CH2:19][C:20]1[CH:21]=[C:22]([C:26]2[CH:31]=[C:30]([CH3:32])[C:29]([O:33][CH2:34][CH2:35][CH2:36][S:37]([CH3:40])(=[O:39])=[O:38])=[C:28]([CH3:41])[CH:27]=2)[CH:23]=[CH:24][CH:25]=1.BrCC1C=C(C2C=CC(OCCCS(C)(=O)=O)=CC=2C)C=CC=1.C(=O)([O-])[O-].[Cs+].[Cs+], predict the reaction product. The product is: [CH3:32][C:30]1[CH:31]=[C:26]([C:22]2[CH:23]=[CH:24][CH:25]=[C:20]([CH2:19][O:1][C:2]3[CH:7]=[CH:6][C:5]([C:8]4([CH2:12][C:13]([O:15][CH2:16][CH3:17])=[O:14])[CH2:9][O:10][CH2:11]4)=[CH:4][CH:3]=3)[CH:21]=2)[CH:27]=[C:28]([CH3:41])[C:29]=1[O:33][CH2:34][CH2:35][CH2:36][S:37]([CH3:40])(=[O:38])=[O:39]. (3) Given the reactants [Cl:1][C:2]1[CH:47]=[CH:46][C:5]([CH2:6][C@@H:7]([NH:28][CH:29]2[CH2:34][CH2:33][N:32]([C:35]([CH:37]3[CH2:42][CH2:41][CH2:40][CH2:39][N:38]3C([O-])=O)=[O:36])[CH2:31][CH2:30]2)[C:8]([N:10]2[CH2:15][CH2:14][C:13]([CH:22]3[CH2:27][CH2:26][CH2:25][CH2:24][CH2:23]3)([CH2:16][N:17]3[CH:21]=[N:20][CH:19]=[N:18]3)[CH2:12][CH2:11]2)=[O:9])=[CH:4][CH:3]=1.Cl, predict the reaction product. The product is: [Cl:1][C:2]1[CH:3]=[CH:4][C:5]([CH2:6][C@@H:7]([NH:28][CH:29]2[CH2:34][CH2:33][N:32]([C:35]([C@@H:37]3[CH2:42][CH2:41][CH2:40][CH2:39][NH:38]3)=[O:36])[CH2:31][CH2:30]2)[C:8]([N:10]2[CH2:15][CH2:14][C:13]([CH:22]3[CH2:23][CH2:24][CH2:25][CH2:26][CH2:27]3)([CH2:16][N:17]3[CH:21]=[N:20][CH:19]=[N:18]3)[CH2:12][CH2:11]2)=[O:9])=[CH:46][CH:47]=1. (4) Given the reactants [CH3:1][O:2][C:3]1[C:4]([CH2:16][CH:17]([C:19]2[CH:24]=[CH:23][CH:22]=[CH:21][CH:20]=2)[CH3:18])=[C:5]([CH2:9][CH2:10][C:11]([O:13]CC)=[O:12])[CH:6]=[CH:7][CH:8]=1.[OH-].[Na+], predict the reaction product. The product is: [CH3:1][O:2][C:3]1[C:4]([CH2:16][CH:17]([C:19]2[CH:20]=[CH:21][CH:22]=[CH:23][CH:24]=2)[CH3:18])=[C:5]([CH2:9][CH2:10][C:11]([OH:13])=[O:12])[CH:6]=[CH:7][CH:8]=1. (5) Given the reactants [CH3:1][S:2]([C:5]1[N:10]=[CH:9][C:8]([O:11][C:12]2[CH:13]=[C:14]3[C:18](=[C:19]([O:21][CH:22]4[CH2:27][CH2:26][O:25][CH2:24][CH2:23]4)[CH:20]=2)[NH:17][C:16]([C:28]2[S:29][CH:30]([CH2:33][C:34]([OH:36])=O)[CH2:31][N:32]=2)=[CH:15]3)=[CH:7][CH:6]=1)(=[O:4])=[O:3].O.O[N:39]1[C:43]2[CH:44]=CC=C[C:42]=2N=N1.Cl.C(N=C=NCCCN(C)C)C.C(N)(C)C, predict the reaction product. The product is: [CH3:42][CH:43]([NH:39][C:34](=[O:36])[CH2:33][CH:30]1[S:29][C:28]([C:16]2[NH:17][C:18]3[C:14]([CH:15]=2)=[CH:13][C:12]([O:11][C:8]2[CH:9]=[N:10][C:5]([S:2]([CH3:1])(=[O:3])=[O:4])=[CH:6][CH:7]=2)=[CH:20][C:19]=3[O:21][CH:22]2[CH2:23][CH2:24][O:25][CH2:26][CH2:27]2)=[N:32][CH2:31]1)[CH3:44]. (6) Given the reactants CN.O.[F:4][C:5]1[CH:13]=[C:12]([Cl:14])[C:11]([F:15])=[CH:10][C:6]=1[C:7](O)=[O:8].[C:16](N1C=CN=C1)([N:18]1C=CN=C1)=O, predict the reaction product. The product is: [CH3:16][NH:18][C:7](=[O:8])[C:6]1[CH:10]=[C:11]([F:15])[C:12]([Cl:14])=[CH:13][C:5]=1[F:4]. (7) Given the reactants C([N:8]1[CH2:13][CH2:12][C:11]2[CH:14]=[C:15]([C:17]([O:19][CH2:20][CH3:21])=[O:18])[NH:16][C:10]=2[CH2:9]1)C1C=CC=CC=1, predict the reaction product. The product is: [NH:16]1[C:10]2[CH2:9][NH:8][CH2:13][CH2:12][C:11]=2[CH:14]=[C:15]1[C:17]([O:19][CH2:20][CH3:21])=[O:18]. (8) Given the reactants [OH:1][C:2]1[CH:21]=[CH:20][C:5]2[C:6]([CH2:9][N:10]3[CH2:15][CH2:14][CH:13]([NH:16][C:17](=[O:19])[CH3:18])[CH2:12][CH2:11]3)=[CH:7][O:8][C:4]=2[CH:3]=1.[C:22]([O-])([O-:24])=[O:23].[Cs+].[Cs+].Cl[C:29]1[S:30][C:31]2[C:32]([N:38]=1)=[N:33][C:34]([CH3:37])=[CH:35][CH:36]=2, predict the reaction product. The product is: [CH:22]([OH:24])=[O:23].[CH3:37][C:34]1[N:33]=[C:32]2[N:38]=[C:29]([O:1][C:2]3[CH:21]=[CH:20][C:5]4[C:6]([CH2:9][N:10]5[CH2:15][CH2:14][CH:13]([NH:16][C:17](=[O:19])[CH3:18])[CH2:12][CH2:11]5)=[CH:7][O:8][C:4]=4[CH:3]=3)[S:30][C:31]2=[CH:36][CH:35]=1.